This data is from Forward reaction prediction with 1.9M reactions from USPTO patents (1976-2016). The task is: Predict the product of the given reaction. (1) Given the reactants II.[Mg].Br[CH2:5][CH2:6][C:7]1[CH:12]=[CH:11][CH:10]=[CH:9][CH:8]=1.[C:13]1(=[O:17])[CH2:16][CH2:15][CH2:14]1.Cl, predict the reaction product. The product is: [CH2:5]([C:13]1([OH:17])[CH2:16][CH2:15][CH2:14]1)[CH2:6][C:7]1[CH:12]=[CH:11][CH:10]=[CH:9][CH:8]=1. (2) Given the reactants [NH2:1][C:2]1[N:7]([CH3:8])[C:6](=[O:9])[N:5]([CH3:10])[C:4](=[O:11])[C:3]=1[C:12]([S:14][CH3:15])=[S:13].II, predict the reaction product. The product is: [CH3:10][N:5]1[C:4](=[O:11])[C:3]2=[C:12]([S:14][CH3:15])[S:13][N:1]=[C:2]2[N:7]([CH3:8])[C:6]1=[O:9]. (3) Given the reactants [CH2:1]([C:8]1[CH:9]=[N:10][C:11]2[C:16]([C:17]=1[C:18]1[CH:26]=[CH:25][CH:24]=[C:23]3[C:19]=1[CH:20]=[CH:21][NH:22]3)=[CH:15][CH:14]=[CH:13][C:12]=2[C:27]([F:30])([F:29])[F:28])[C:2]1[CH:7]=[CH:6][CH:5]=[CH:4][CH:3]=1.[H-].[Na+].Br[CH2:34][C:35]1[CH:44]=[CH:43][C:38]([C:39]([O:41][CH3:42])=[O:40])=[CH:37][CH:36]=1, predict the reaction product. The product is: [CH2:1]([C:8]1[CH:9]=[N:10][C:11]2[C:16]([C:17]=1[C:18]1[CH:26]=[CH:25][CH:24]=[C:23]3[C:19]=1[CH:20]=[CH:21][N:22]3[CH2:34][C:35]1[CH:44]=[CH:43][C:38]([C:39]([O:41][CH3:42])=[O:40])=[CH:37][CH:36]=1)=[CH:15][CH:14]=[CH:13][C:12]=2[C:27]([F:30])([F:28])[F:29])[C:2]1[CH:7]=[CH:6][CH:5]=[CH:4][CH:3]=1. (4) Given the reactants O.[N+:2]([C:5]1[CH:13]=[CH:12][C:8]2=[N:9][S:10][N:11]=[C:7]2[CH:6]=1)([O-])=O, predict the reaction product. The product is: [N:9]1[S:10][N:11]=[C:7]2[CH:6]=[C:5]([NH2:2])[CH:13]=[CH:12][C:8]=12. (5) Given the reactants [CH3:1][C:2]([N:11]1[CH:15]=[C:14]([NH:16][C:17](=[O:23])[CH:18]([NH2:22])[CH2:19][CH2:20][CH3:21])[N:13]=[CH:12]1)([CH3:10])[CH2:3][N:4]1[CH2:9][CH2:8][O:7][CH2:6][CH2:5]1.[OH:24][C@@H:25]([C:29]([CH3:32])([CH3:31])[CH3:30])[C:26](O)=[O:27], predict the reaction product. The product is: [CH3:1][C:2]([N:11]1[CH:15]=[C:14]([NH:16][C:17](=[O:23])[CH:18]([NH:22][C:26](=[O:27])[CH:25]([OH:24])[C:29]([CH3:32])([CH3:31])[CH3:30])[CH2:19][CH2:20][CH3:21])[N:13]=[CH:12]1)([CH3:10])[CH2:3][N:4]1[CH2:5][CH2:6][O:7][CH2:8][CH2:9]1. (6) The product is: [F:1][C:2]1[C:10]([F:11])=[CH:9][CH:8]=[C:7]([O:12][CH2:13][C:14]([CH3:16])=[CH2:15])[C:3]=1[C:4]([O:6][CH2:20][C:19]([CH3:21])=[CH2:18])=[O:5]. Given the reactants [F:1][C:2]1[C:10]([F:11])=[CH:9][CH:8]=[C:7]([O:12][CH2:13][C:14]([CH3:16])=[CH2:15])[C:3]=1[C:4]([OH:6])=[O:5].Cl[CH2:18][C:19]([CH3:21])=[CH2:20].C(=O)([O-])[O-].[K+].[K+], predict the reaction product.